Dataset: Full USPTO retrosynthesis dataset with 1.9M reactions from patents (1976-2016). Task: Predict the reactants needed to synthesize the given product. (1) Given the product [CH3:50][CH:49]([CH3:51])[C@H:45]([NH:44][C:42](=[O:43])[O:41][CH3:40])[C:46](=[O:47])[N:18]1[C@H:17]([C:15]2[NH:14][C:13]3[CH:31]=[C:9]([B:4]4[O:5][C:6]([CH3:8])([CH3:7])[C:2]([CH3:32])([CH3:1])[O:3]4)[CH:10]=[CH:11][C:12]=3[N:16]=2)[C@@H:22]2[CH2:23][C@H:19]1[CH2:20][CH2:21]2, predict the reactants needed to synthesize it. The reactants are: [CH3:1][C:2]1([CH3:32])[C:6]([CH3:8])([CH3:7])[O:5][B:4]([C:9]2[CH:10]=[CH:11][C:12]3[N:16]=[C:15]([C@@H:17]4[C@@H:22]5[CH2:23][C@@H:19]([CH2:20][CH2:21]5)[N:18]4C(OC(C)(C)C)=O)[NH:14][C:13]=3[CH:31]=2)[O:3]1.Cl.O1CCOCC1.[CH3:40][O:41][C:42]([NH:44][C@@H:45]([CH:49]([CH3:51])[CH3:50])[C:46](O)=[O:47])=[O:43].CN(C(ON1N=NC2C=CC=NC1=2)=[N+](C)C)C.F[P-](F)(F)(F)(F)F.C(N(C(C)C)CC)(C)C. (2) Given the product [F:1][C:2]([F:18])([F:17])[C:3]1[CH:4]=[C:5]([CH:13]([N:35]2[C:34]3[C:29](=[CH:30][CH:31]=[CH:32][CH:33]=3)[NH:28][CH:27]([CH2:25][CH3:26])[CH2:36]2)[C:14]#[N:15])[CH:6]=[C:7]([C:9]([F:12])([F:11])[F:10])[CH:8]=1, predict the reactants needed to synthesize it. The reactants are: [F:1][C:2]([F:18])([F:17])[C:3]1[CH:4]=[C:5]([CH:13](Br)[C:14]#[N:15])[CH:6]=[C:7]([C:9]([F:12])([F:11])[F:10])[CH:8]=1.C([O-])([O-])=O.[K+].[K+].[CH2:25]([CH:27]1[CH2:36][NH:35][C:34]2[C:29](=[CH:30][CH:31]=[CH:32][CH:33]=2)[NH:28]1)[CH3:26].O.